Dataset: Full USPTO retrosynthesis dataset with 1.9M reactions from patents (1976-2016). Task: Predict the reactants needed to synthesize the given product. (1) The reactants are: C(O[C:6]([NH:8][C@@H:9]([CH2:13][C:14]([CH3:17])([CH3:16])[CH3:15])[C:10]([OH:12])=O)=[O:7])(C)(C)C.C(OC(NC(C(C)(C)C)C(O)=O)=O)(C)(C)C.[NH2:34][C@H:35]1[C:43]2[C:38](=[CH:39][CH:40]=[CH:41][CH:42]=2)[CH2:37][C@H:36]1[OH:44].C(OC(=O)NC(C(=O)NC1C2C(=CC=CC=2)CC1O)C(C)(C)C)(C)(C)C.ClNC(=O)[O-].C([O:78][C:79]([C:81]1([NH:86][C:87]([CH:89]2[CH2:93][CH:92]([O:94][C:95]3[C:104]4[C:99](=[CH:100][C:101]([O:105][CH3:106])=[CH:102][CH:103]=4)[N:98]=[C:97]([C:107]4[CH:112]=[CH:111][CH:110]=[CH:109][CH:108]=4)[CH:96]=3)[CH2:91][N:90]2C(=O)NC(C(=O)NC2C3C(=CC=CC=3)CC2O)C(C)(C)C)=[O:88])[CH2:83][CH:82]1[CH:84]=[CH2:85])=[O:80])C. Given the product [OH:44][C@@H:36]1[CH2:37][C:38]2[C:43](=[CH:42][CH:41]=[CH:40][CH:39]=2)[C@@H:35]1[NH:34][C:10]([C@@H:9]([NH:8][C:6]([N:90]1[CH2:91][C@H:92]([O:94][C:95]2[C:104]3[C:99](=[CH:100][C:101]([O:105][CH3:106])=[CH:102][CH:103]=3)[N:98]=[C:97]([C:107]3[CH:112]=[CH:111][CH:110]=[CH:109][CH:108]=3)[CH:96]=2)[CH2:93][C@H:89]1[C:87]([NH:86][C@:81]1([C:79]([OH:80])=[O:78])[CH2:83][C@H:82]1[CH:84]=[CH2:85])=[O:88])=[O:7])[CH2:13][C:14]([CH3:15])([CH3:16])[CH3:17])=[O:12], predict the reactants needed to synthesize it. (2) The reactants are: [Br:1][C:2]1[CH:3]=[C:4]([NH:10][C:11]2[N:16]=[CH:15][C:14]([N:17]3[CH2:22][CH2:21][N:20](C(OC(C)(C)C)=O)[CH2:19][C@@H:18]3[CH2:30][CH3:31])=[CH:13][CH:12]=2)[C:5](=[O:9])[N:6]([CH3:8])[CH:7]=1.Cl.O1CCOCC1. Given the product [Br:1][C:2]1[CH:3]=[C:4]([NH:10][C:11]2[CH:12]=[CH:13][C:14]([N:17]3[CH2:22][CH2:21][NH:20][CH2:19][C@@H:18]3[CH2:30][CH3:31])=[CH:15][N:16]=2)[C:5](=[O:9])[N:6]([CH3:8])[CH:7]=1, predict the reactants needed to synthesize it.